From a dataset of Forward reaction prediction with 1.9M reactions from USPTO patents (1976-2016). Predict the product of the given reaction. (1) Given the reactants [Cl:1][C:2]1[CH:3]=[C:4]([N:8]=[N:9][CH:10]([C:14]#[N:15])[C:11]([NH2:13])=[O:12])[CH:5]=[CH:6][CH:7]=1.[Al+3].[Cl-].[Cl-].[Cl-].Cl, predict the reaction product. The product is: [NH2:15][C:14]1[C:5]2[C:4](=[CH:3][C:2]([Cl:1])=[CH:7][CH:6]=2)[N:8]=[N:9][C:10]=1[C:11]([NH2:13])=[O:12]. (2) Given the reactants C[O-].[Na+].C([O:7][CH:8]1[CH:13]([O:14]C(=O)C)[CH:12]([O:18]C(=O)C)[CH:11]([CH2:22][O:23]C(=O)C)[O:10][CH:9]1[O:27][C:28]1[CH:32]=[CH:31][S:30][C:29]=1[CH2:33][C:34]1[CH:39]=[CH:38][C:37]([O:40][CH3:41])=[CH:36][CH:35]=1)(=O)C.CO, predict the reaction product. The product is: [OH:23][CH2:22][CH:11]1[CH:12]([OH:18])[CH:13]([OH:14])[CH:8]([OH:7])[CH:9]([O:27][C:28]2[CH:32]=[CH:31][S:30][C:29]=2[CH2:33][C:34]2[CH:35]=[CH:36][C:37]([O:40][CH3:41])=[CH:38][CH:39]=2)[O:10]1. (3) Given the reactants [NH:1]([C:3]([S:5][CH3:6])=[NH:4])[NH2:2].[CH3:7][O:8][CH2:9][C:10]1[CH:15]=[CH:14][C:13]([C:16]([CH:18]=O)=O)=[CH:12][CH:11]=1, predict the reaction product. The product is: [CH3:7][O:8][CH2:9][C:10]1[CH:15]=[CH:14][C:13]([C:16]2[N:4]=[C:3]([S:5][CH3:6])[N:1]=[N:2][CH:18]=2)=[CH:12][CH:11]=1. (4) Given the reactants [F:1][C:2]1[CH:3]=[N:4][C:5]2[CH:6]=[CH:7][C:8](=[O:31])[N:9]3[C@H:14]([CH2:15][N:16]4[CH2:21][CH2:20][C@H:19]([NH:22]C(=O)OC(C)(C)C)[C@H:18]([OH:30])[CH2:17]4)[CH2:13][O:12][C:11]=1[C:10]=23.[F:32][C:33]([F:38])([F:37])[C:34]([OH:36])=[O:35], predict the reaction product. The product is: [F:32][C:33]([F:38])([F:37])[C:34]([OH:36])=[O:35].[NH2:22][C@H:19]1[CH2:20][CH2:21][N:16]([CH2:15][C@H:14]2[N:9]3[C:10]4[C:11](=[C:2]([F:1])[CH:3]=[N:4][C:5]=4[CH:6]=[CH:7][C:8]3=[O:31])[O:12][CH2:13]2)[CH2:17][C@H:18]1[OH:30]. (5) Given the reactants [F:1][C:2]1[CH:7]=[C:6]([I:8])[CH:5]=[CH:4][C:3]=1[NH:9][C:10]1[N:15]([CH3:16])[C:14](=[O:17])[C:13]2[CH:18]=[CH:19][S:20][C:12]=2[C:11]=1[C:21](OC)=[O:22].[CH:25]([O:27][CH2:28][CH2:29][O:30][NH2:31])=[CH2:26].[Li+].C[Si]([N-][Si](C)(C)C)(C)C.Cl, predict the reaction product. The product is: [F:1][C:2]1[CH:7]=[C:6]([I:8])[CH:5]=[CH:4][C:3]=1[NH:9][C:10]1[N:15]([CH3:16])[C:14](=[O:17])[C:13]2[CH:18]=[CH:19][S:20][C:12]=2[C:11]=1[C:21]([NH:31][O:30][CH2:29][CH2:28][O:27][CH:25]=[CH2:26])=[O:22]. (6) Given the reactants [CH3:1][C:2]1[O:6][N:5]=[C:4]([C:7]2[CH:12]=[CH:11][CH:10]=[CH:9][CH:8]=2)[C:3]=1[C:13]1[N:14]=[C:15]2[CH:20]=[C:19]([NH2:21])[CH:18]=[CH:17][N:16]2[CH:22]=1.[CH:23]1([C:26](O)=[O:27])[CH2:25][CH2:24]1.C(N(CC)C(C)C)(C)C.[Cl-].[Na+].O.O, predict the reaction product. The product is: [CH3:1][C:2]1[O:6][N:5]=[C:4]([C:7]2[CH:8]=[CH:9][CH:10]=[CH:11][CH:12]=2)[C:3]=1[C:13]1[N:14]=[C:15]2[CH:20]=[C:19]([NH:21][C:26]([CH:23]3[CH2:25][CH2:24]3)=[O:27])[CH:18]=[CH:17][N:16]2[CH:22]=1. (7) Given the reactants Cl.[CH2:2]([O:9][C:10]1[C:11]([NH:17][C:18]2[S:19][CH:20]=[C:21]([CH3:23])[N:22]=2)=[N:12]C=C(Br)[CH:15]=1)[C:3]1[CH:8]=[CH:7][CH:6]=[CH:5][CH:4]=1.[Li]C.C([Li])CCC.[Cl:31][C:32]([Cl:38])(Cl)[C:33](Cl)(Cl)Cl, predict the reaction product. The product is: [ClH:31].[CH2:2]([O:9][C:10]1[C:11]([NH:17][C:18]2[S:19][CH:20]=[C:21]([CH3:23])[N:22]=2)=[N:12][CH:33]=[C:32]([Cl:38])[CH:15]=1)[C:3]1[CH:8]=[CH:7][CH:6]=[CH:5][CH:4]=1. (8) Given the reactants CO[C:3](=[O:27])[C:4]1[CH:9]=[CH:8][C:7]([C:10]2[CH:11]=[N:12][C:13]([C:16]3([NH:19][C:20]([O:22][C:23]([CH3:26])([CH3:25])[CH3:24])=[O:21])[CH2:18][CH2:17]3)=[CH:14][CH:15]=2)=[CH:6][CH:5]=1.[CH3:28][CH2:29][Mg+].[Br-], predict the reaction product. The product is: [C:23]([O:22][C:20](=[O:21])[NH:19][C:16]1([C:13]2[CH:14]=[CH:15][C:10]([C:7]3[CH:8]=[CH:9][C:4]([C:3]4([OH:27])[CH2:29][CH2:28]4)=[CH:5][CH:6]=3)=[CH:11][N:12]=2)[CH2:17][CH2:18]1)([CH3:25])([CH3:26])[CH3:24]. (9) Given the reactants I[C:2]1[CH:3]=[C:4]([C:9]2[O:10][C:11]([C:14]3[CH:19]=[CH:18][CH:17]=[C:16]([O:20][CH3:21])[CH:15]=3)=[N:12][N:13]=2)[CH:5]=[C:6](I)[CH:7]=1.[CH:22]1[C:34]2[NH:33][C:32]3[C:27](=[CH:28][CH:29]=[CH:30][CH:31]=3)[C:26]=2[CH:25]=[CH:24][CH:23]=1.C(=O)([O-])[O-].[K+].[K+], predict the reaction product. The product is: [CH:31]1[C:32]2[N:33]([C:2]3[CH:3]=[C:4]([C:9]4[O:10][C:11]([C:14]5[CH:19]=[CH:18][CH:17]=[C:16]([O:20][CH3:21])[CH:15]=5)=[N:12][N:13]=4)[CH:5]=[C:6]([N:33]4[C:34]5[CH:22]=[CH:23][CH:24]=[CH:25][C:26]=5[C:27]5[C:32]4=[CH:31][CH:30]=[CH:29][CH:28]=5)[CH:7]=3)[C:34]3[C:26](=[CH:25][CH:24]=[CH:23][CH:22]=3)[C:27]=2[CH:28]=[CH:29][CH:30]=1.